From a dataset of Full USPTO retrosynthesis dataset with 1.9M reactions from patents (1976-2016). Predict the reactants needed to synthesize the given product. (1) Given the product [NH:42]1[C:43]2[C:39](=[C:38]([C:22]3[C:21]([C:24]4[CH:29]=[CH:28][N:27]=[CH:26][CH:25]=4)=[N:20][N:19]4[C:14]([CH:9]5[CH2:8][CH:7]6[N:6]([C:4]([O:3][CH2:1][CH3:2])=[O:5])[CH:11]([CH2:12][CH2:13]6)[CH2:10]5)=[CH:15][CH:16]=[N:17][C:18]=34)[CH:46]=[CH:45][CH:44]=2)[CH:40]=[CH:41]1, predict the reactants needed to synthesize it. The reactants are: [CH2:1]([O:3][C:4]([N:6]1[CH:11]2[CH2:12][CH2:13][CH:7]1[CH2:8][CH:9]([C:14]1[N:19]3[N:20]=[C:21]([C:24]4[CH:29]=[CH:28][N:27]=[CH:26][CH:25]=4)[C:22](I)=[C:18]3[N:17]=[CH:16][CH:15]=1)[CH2:10]2)=[O:5])[CH3:2].CC1(C)C(C)(C)OB([C:38]2[CH:46]=[CH:45][CH:44]=[C:43]3[C:39]=2[CH:40]=[CH:41][NH:42]3)O1. (2) Given the product [CH3:1][C:2]1[CH:7]=[CH:6][C:5]([S:8]([O:11][CH2:12][CH:13]2[CH2:17][C:16]3[CH:18]=[CH:19][CH:20]=[C:21]([C:25]4[CH:26]=[CH:27][S:23][CH:24]=4)[C:15]=3[O:14]2)(=[O:10])=[O:9])=[CH:4][CH:3]=1, predict the reactants needed to synthesize it. The reactants are: [CH3:1][C:2]1[CH:7]=[CH:6][C:5]([S:8]([O:11][CH2:12][CH:13]2[CH2:17][C:16]3[CH:18]=[CH:19][CH:20]=[C:21](Br)[C:15]=3[O:14]2)(=[O:10])=[O:9])=[CH:4][CH:3]=1.[S:23]1[CH:27]=[CH:26][C:25](B(O)O)=[CH:24]1.C(=O)([O-])[O-].[K+].[K+].CC1C=CC(S(OCC2CC3C(C4C=CC=CC=4)=CC=CC=3O2)(=O)=O)=CC=1. (3) Given the product [F:23][C:24]1[CH:25]=[C:26]([NH:27][C:20]([CH:9]2[C:10]3[C:15](=[CH:14][C:13]([O:18][CH3:19])=[CH:12][CH:11]=3)[CH2:16][CH2:17][N:8]2[C:6]([O:5][C:1]([CH3:4])([CH3:3])[CH3:2])=[O:7])=[O:21])[CH:28]=[C:29]([F:37])[C:30]=1[C:31]([CH3:35])([CH3:36])[CH2:32][O:33][CH3:34], predict the reactants needed to synthesize it. The reactants are: [C:1]([O:5][C:6]([N:8]1[CH2:17][CH2:16][C:15]2[C:10](=[CH:11][CH:12]=[C:13]([O:18][CH3:19])[CH:14]=2)[CH:9]1[C:20](O)=[O:21])=[O:7])([CH3:4])([CH3:3])[CH3:2].[F:23][C:24]1[CH:25]=[C:26]([CH:28]=[C:29]([F:37])[C:30]=1[C:31]([CH3:36])([CH3:35])[CH2:32][O:33][CH3:34])[NH2:27].CCN(C(C)C)C(C)C.C(P1(=O)OP(CCC)(=O)OP(CCC)(=O)O1)CC. (4) Given the product [CH3:37][N:33]([CH3:32])[CH:26]1[C:27]2[CH:28]=[C:19]([C:17]3[N:18]=[C:13]([N:10]4[CH2:9][CH2:8][N:7]([CH2:6][CH2:5][CH2:4][CH2:3][CH2:2][OH:1])[CH2:12][CH2:11]4)[CH:14]=[CH:15][CH:16]=3)[CH:20]=[CH:21][C:22]=2[C:23]([CH3:30])([CH3:31])[CH2:24][CH2:25]1, predict the reactants needed to synthesize it. The reactants are: [OH:1][CH2:2][CH2:3][CH2:4][CH2:5][CH2:6][N:7]1[CH2:12][CH2:11][N:10]([C:13]2[N:18]=[C:17]([C:19]3[CH:28]=[C:27]4[C:22]([C:23]([CH3:31])([CH3:30])[CH2:24][CH2:25][C:26]4=O)=[CH:21][CH:20]=3)[CH:16]=[CH:15][CH:14]=2)[CH2:9][CH2:8]1.[C:32]([BH3-])#[N:33].[Na+].O.[C:37](=O)([O-])O.[Na+].